Task: Predict the reactants needed to synthesize the given product.. Dataset: Retrosynthesis with 50K atom-mapped reactions and 10 reaction types from USPTO (1) Given the product O=C(O)c1cccc(N(CCCl)CCCl)c1, predict the reactants needed to synthesize it. The reactants are: COC(=O)c1cccc(N(CCCl)CCCl)c1. (2) Given the product CCN(CC)CCOc1cccc2c1c1cccc(C)c1n2Cc1ccccc1, predict the reactants needed to synthesize it. The reactants are: CCN(CC)CCCl.Cc1cccc2c3c(O)cccc3n(Cc3ccccc3)c12.